Dataset: Full USPTO retrosynthesis dataset with 1.9M reactions from patents (1976-2016). Task: Predict the reactants needed to synthesize the given product. (1) Given the product [Cl:32][C:19]1[C:20]([NH:22][CH2:23][C:24]([NH:27][S:28]([CH3:31])(=[O:30])=[O:29])([CH3:26])[CH3:25])=[N:21][C:16]([NH:14][C:11]2[CH:12]=[CH:13][C:6]3[CH2:5][CH2:4][N:3]([CH2:1][CH3:2])[CH2:9][CH2:8][C:7]=3[CH:10]=2)=[N:17][CH:18]=1, predict the reactants needed to synthesize it. The reactants are: [CH2:1]([N:3]1[CH2:9][CH2:8][C:7]2[CH:10]=[C:11]([NH2:14])[CH:12]=[CH:13][C:6]=2[CH2:5][CH2:4]1)[CH3:2].Cl[C:16]1[N:21]=[C:20]([NH:22][CH2:23][C:24]([NH:27][S:28]([CH3:31])(=[O:30])=[O:29])([CH3:26])[CH3:25])[C:19]([Cl:32])=[CH:18][N:17]=1.C12(CS(O)(=O)=O)C(C)(C)C(CC1)CC2=O. (2) Given the product [Br:1][C:2]1[CH:7]=[CH:6][C:5]([NH:8][CH:16]2[CH2:17][CH2:18][C:13]3([O:20][CH2:10][CH2:11][O:12]3)[CH2:14][CH2:15]2)=[C:4]([Cl:9])[CH:3]=1, predict the reactants needed to synthesize it. The reactants are: [Br:1][C:2]1[CH:7]=[CH:6][C:5]([NH2:8])=[C:4]([Cl:9])[CH:3]=1.[CH2:10]1[O:20][C:13]2([CH2:18][CH2:17][C:16](=O)[CH2:15][CH2:14]2)[O:12][CH2:11]1.C(O[BH-](OC(=O)C)OC(=O)C)(=O)C.[Na+].